From a dataset of Reaction yield outcomes from USPTO patents with 853,638 reactions. Predict the reaction yield, written as a fraction of the theoretical maximum amount of product (1.0 means a 100% yield; for example, 0.34 means a 34% yield). (1) The reactants are [C:1]([O:5][C:6]([N:8]1[C:16]2[C:11](=[CH:12][C:13]([NH2:17])=[CH:14][CH:15]=2)[CH2:10][CH2:9]1)=[O:7])([CH3:4])([CH3:3])[CH3:2].C(N(CC)CC)C.[CH2:25]([CH:32]1[CH2:37][CH2:36][N:35]([C:38](=[O:42])[C:39](Cl)=[O:40])[CH2:34][CH2:33]1)[C:26]1[CH:31]=[CH:30][CH:29]=[CH:28][CH:27]=1. The catalyst is C(Cl)(Cl)Cl. The product is [C:1]([O:5][C:6]([N:8]1[C:16]2[C:11](=[CH:12][C:13]([NH:17][C:39](=[O:40])[C:38]([N:35]3[CH2:34][CH2:33][CH:32]([CH2:25][C:26]4[CH:27]=[CH:28][CH:29]=[CH:30][CH:31]=4)[CH2:37][CH2:36]3)=[O:42])=[CH:14][CH:15]=2)[CH2:10][CH2:9]1)=[O:7])([CH3:4])([CH3:2])[CH3:3]. The yield is 0.887. (2) The reactants are [CH3:1][O:2][C:3]1[CH:8]=[C:7]([N+:9]([O-:11])=[O:10])[CH:6]=[CH:5][C:4]=1[OH:12].C([O-])([O-])=O.[K+].[K+].Br[CH2:20][CH2:21][O:22][Si:23]([C:26]([CH3:29])([CH3:28])[CH3:27])([CH3:25])[CH3:24]. The catalyst is CN(C=O)C.O. The product is [C:26]([Si:23]([O:22][CH2:21][CH2:20][O:12][C:4]1[CH:5]=[CH:6][C:7]([N+:9]([O-:11])=[O:10])=[CH:8][C:3]=1[O:2][CH3:1])([CH3:25])[CH3:24])([CH3:29])([CH3:28])[CH3:27]. The yield is 0.930. (3) The reactants are [F:1][C:2]([F:17])([F:16])[C:3]1[CH:11]=[C:10]2[C:6]([C:7]([C:12]([O:14][CH3:15])=[O:13])=[N:8][NH:9]2)=[CH:5][CH:4]=1.[C:18](=O)([O-])[O-].[K+].[K+].IC. The catalyst is C(#N)C. The product is [CH3:18][N:9]1[C:10]2[C:6](=[CH:5][CH:4]=[C:3]([C:2]([F:1])([F:16])[F:17])[CH:11]=2)[C:7]([C:12]([O:14][CH3:15])=[O:13])=[N:8]1. The yield is 0.750. (4) The reactants are [OH-].[Na+].O.Cl.[C:5]([NH2:13])(=[NH:12])[C:6]1[CH:11]=[CH:10][CH:9]=[CH:8][CH:7]=1.[C:14]([CH2:22][C:23](OCC)=[O:24])(=O)[C:15]1[CH:20]=[CH:19][CH:18]=[CH:17][CH:16]=1.C(O)C. The yield is 0.600. The catalyst is O. The product is [C:6]1([C:5]2[N:13]=[C:23]([OH:24])[CH:22]=[C:14]([C:15]3[CH:20]=[CH:19][CH:18]=[CH:17][CH:16]=3)[N:12]=2)[CH:11]=[CH:10][CH:9]=[CH:8][CH:7]=1. (5) The reactants are [OH:1][C:2]1[CH:3]=[N:4][CH:5]=[CH:6][CH:7]=1.[H-].[Na+].Br[CH2:11][CH2:12][Cl:13].[Na+].[Cl-]. The catalyst is CN(C)C=O.O. The product is [Cl:13][CH2:12][CH2:11][O:1][C:2]1[CH:3]=[N:4][CH:5]=[CH:6][CH:7]=1. The yield is 0.661. (6) The reactants are [CH2:1]([O:8][C:9]1[CH:14]=[CH:13][C:12]2[CH:15]([C:17]([OH:19])=O)[CH2:16][C:11]=2[CH:10]=1)[C:2]1[CH:7]=[CH:6][CH:5]=[CH:4][CH:3]=1.S(Cl)(Cl)=O.[CH2:24]([NH:31][CH2:32][CH2:33][OH:34])[C:25]1[CH:30]=[CH:29][CH:28]=[CH:27][CH:26]=1.C(N(CC)CC)C. The catalyst is CN(C=O)C.ClCCl.O. The product is [CH2:24]([N:31]([CH2:32][CH2:33][OH:34])[C:17]([CH:15]1[C:12]2[CH:13]=[CH:14][C:9]([O:8][CH2:1][C:2]3[CH:3]=[CH:4][CH:5]=[CH:6][CH:7]=3)=[CH:10][C:11]=2[CH2:16]1)=[O:19])[C:25]1[CH:30]=[CH:29][CH:28]=[CH:27][CH:26]=1. The yield is 0.820. (7) The reactants are FC1C=C2C(C(I)=CN2S(C2C=CC=CC=2)(=O)=O)=CC=1.[Cl:21][C:22]1[CH:30]=[C:29]2[C:25]([C:26]([C:40]3[CH:41]=[CH:42][C:43]4[O:47][CH:46]=[N:45][C:44]=4[CH:48]=3)=[CH:27][N:28]2S(C2C=CC=CC=2)(=O)=O)=[CH:24][CH:23]=1. No catalyst specified. The product is [Cl:21][C:22]1[CH:30]=[C:29]2[C:25]([C:26]([C:40]3[CH:41]=[CH:42][C:43]4[O:47][CH:46]=[N:45][C:44]=4[CH:48]=3)=[CH:27][NH:28]2)=[CH:24][CH:23]=1. The yield is 0.530.